From a dataset of Reaction yield outcomes from USPTO patents with 853,638 reactions. Predict the reaction yield, written as a fraction of the theoretical maximum amount of product (1.0 means a 100% yield; for example, 0.34 means a 34% yield). (1) The reactants are II.[C:3]([O:7][C:8]([NH:10][C@@H:11]([CH2:16]I)[C:12]([O:14][CH3:15])=[O:13])=[O:9])([CH3:6])([CH3:5])[CH3:4].Br[C:19]1[CH:24]=[CH:23][C:22]([C:25]2[N:26]([CH2:44][O:45][CH2:46][CH2:47][Si:48]([CH3:51])([CH3:50])[CH3:49])[C:27](C3C=CC(OCCCCCCC)=CC=3)=[CH:28][N:29]=2)=[CH:21][CH:20]=1.C1(P(C2CCCCC2)C2C=CC=CC=2[C:65]2[C:70]([O:71][CH3:72])=[CH:69][CH:68]=[CH:67][C:66]=2OC)CCCCC1. The catalyst is CN(C=O)C.[Zn].C1C=CC(/C=C/C(/C=C/C2C=CC=CC=2)=O)=CC=1.C1C=CC(/C=C/C(/C=C/C2C=CC=CC=2)=O)=CC=1.C1C=CC(/C=C/C(/C=C/C2C=CC=CC=2)=O)=CC=1.[Pd].[Pd]. The product is [C:3]([O:7][C:8]([NH:10][C@@H:11]([CH2:16][C:19]1[CH:20]=[CH:21][C:22]([C:25]2[N:26]([CH2:44][O:45][CH2:46][CH2:47][Si:48]([CH3:51])([CH3:49])[CH3:50])[CH:27]=[C:28]([C:67]3[CH:66]=[CH:65][C:70]([O:71][CH2:72][CH2:23][CH2:24][CH2:19][CH2:20][CH2:21][CH3:22])=[CH:69][CH:68]=3)[N:29]=2)=[CH:23][CH:24]=1)[C:12]([O:14][CH3:15])=[O:13])=[O:9])([CH3:6])([CH3:5])[CH3:4]. The yield is 0.250. (2) The reactants are C([O:4][CH2:5][C:6]([NH:8][C:9]1[CH:14]=[C:13]([O:15]CC2C=CC=CC=2)[CH:12]=[CH:11][C:10]=1[S:23](=[O:36])(=[O:35])[NH:24][C:25]1[CH:26]=[CH:27][C:28]2[CH2:32][O:31][B:30]([OH:33])[C:29]=2[CH:34]=1)=[O:7])(=O)C. The catalyst is CO.[NH4+].[OH-].[Pd]. The product is [OH:4][CH2:5][C:6]([NH:8][C:9]1[CH:14]=[C:13]([OH:15])[CH:12]=[CH:11][C:10]=1[S:23](=[O:35])(=[O:36])[NH:24][C:25]1[CH:26]=[CH:27][C:28]2[CH2:32][O:31][B:30]([OH:33])[C:29]=2[CH:34]=1)=[O:7]. The yield is 0.350. (3) The reactants are CON(C)[C:4](=[O:18])[C:5]1[CH:10]=[C:9]([CH3:11])[C:8]([O:12][CH2:13][C:14]([F:17])([F:16])[F:15])=[CH:7][N:6]=1.[H-].[Al+3].[Li+].[H-].[H-].[H-]. No catalyst specified. The product is [CH3:11][C:9]1[C:8]([O:12][CH2:13][C:14]([F:17])([F:15])[F:16])=[CH:7][N:6]=[C:5]([CH:4]=[O:18])[CH:10]=1. The yield is 0.950. (4) The reactants are [C:1]([N:8]1[CH2:12][C@@H:11]([NH2:13])[CH2:10][C@H:9]1[C:14]([N:16]1[CH2:21][CH2:20][N:19]([CH3:22])[CH2:18][CH2:17]1)=[O:15])([O:3][C:4]([CH3:7])([CH3:6])[CH3:5])=[O:2].CC(C)([O-])C.[Na+].C(P(C(C)(C)C)C1C=CC=CC=1C1C=CC=CC=1)(C)(C)C.Br[C:51]1[CH:56]=[CH:55][C:54]([F:57])=[CH:53][C:52]=1[F:58]. The catalyst is C1(C)C=CC=CC=1.C1C=CC(/C=C/C(/C=C/C2C=CC=CC=2)=O)=CC=1.C1C=CC(/C=C/C(/C=C/C2C=CC=CC=2)=O)=CC=1.C1C=CC(/C=C/C(/C=C/C2C=CC=CC=2)=O)=CC=1.[Pd].[Pd]. The product is [C:1]([N:8]1[CH2:12][C@@H:11]([NH:13][C:51]2[CH:56]=[CH:55][C:54]([F:57])=[CH:53][C:52]=2[F:58])[CH2:10][C@H:9]1[C:14]([N:16]1[CH2:17][CH2:18][N:19]([CH3:22])[CH2:20][CH2:21]1)=[O:15])([O:3][C:4]([CH3:7])([CH3:6])[CH3:5])=[O:2]. The yield is 0.780. (5) The reactants are [CH3:1][C:2]1[N:7]=[C:6]([S:8](Cl)(=[O:10])=[O:9])[CH:5]=[CH:4][CH:3]=1.[NH2:12][C:13]1[CH:14]=[C:15]([CH:21]=[CH:22][CH:23]=1)[C:16]([O:18]CC)=[O:17].N1C=CC=CC=1S(NC1C=C(C=CC=1)C(O)=O)(=O)=O. No catalyst specified. The product is [CH3:1][C:2]1[N:7]=[C:6]([S:8]([NH:12][C:13]2[CH:14]=[C:15]([CH:21]=[CH:22][CH:23]=2)[C:16]([OH:18])=[O:17])(=[O:10])=[O:9])[CH:5]=[CH:4][CH:3]=1. The yield is 0.940.